Regression. Given a peptide amino acid sequence and an MHC pseudo amino acid sequence, predict their binding affinity value. This is MHC class II binding data. From a dataset of Peptide-MHC class II binding affinity with 134,281 pairs from IEDB. The peptide sequence is GSFVRTVSLPVGADE. The MHC is DRB1_0101 with pseudo-sequence DRB1_0101. The binding affinity (normalized) is 0.942.